Dataset: Full USPTO retrosynthesis dataset with 1.9M reactions from patents (1976-2016). Task: Predict the reactants needed to synthesize the given product. (1) Given the product [OH:4][CH2:5][C:6]1[C:7]([N:35]2[CH2:46][CH2:45][N:44]3[C:43]4[CH2:42][C:41]([CH3:48])([CH3:47])[CH2:40][C:39]=4[CH:38]=[C:37]3[C:36]2=[O:49])=[N:8][CH:9]=[CH:10][C:11]=1[C:12]1[CH:17]=[C:16]([NH:18][C:19]2[CH:32]=[C:22]3[CH2:23][N:24]([C@H:27]([CH3:31])[CH2:28][O:29][CH3:30])[CH2:25][CH2:26][N:21]3[N:20]=2)[C:15](=[O:33])[N:14]([CH3:34])[CH:13]=1, predict the reactants needed to synthesize it. The reactants are: C([O:4][CH2:5][C:6]1[C:7]([N:35]2[CH2:46][CH2:45][N:44]3[C:37](=[CH:38][C:39]4[CH2:40][C:41]([CH3:48])([CH3:47])[CH2:42][C:43]=43)[C:36]2=[O:49])=[N:8][CH:9]=[CH:10][C:11]=1[C:12]1[CH:17]=[C:16]([NH:18][C:19]2[CH:32]=[C:22]3[CH2:23][N:24]([CH:27]([CH3:31])[CH2:28][O:29][CH3:30])[CH2:25][CH2:26][N:21]3[N:20]=2)[C:15](=[O:33])[N:14]([CH3:34])[CH:13]=1)(=O)C.[OH-].[Li+]. (2) Given the product [CH3:19][C:17]1[N:18]=[C:14]([C:11](=[O:13])[CH2:12][C:3]([O:7][CH2:8][CH3:9])=[O:10])[S:15][CH:16]=1, predict the reactants needed to synthesize it. The reactants are: [H-].[Na+].[C:3](=[O:10])([O:7][CH2:8][CH3:9])OCC.[C:11]([C:14]1[S:15][CH:16]=[C:17]([CH3:19])[N:18]=1)(=[O:13])[CH3:12].CC(O)=O. (3) Given the product [CH3:1][O:2][C:3]1[CH:4]=[C:5]([CH:8]=[CH:9][C:10]=1[O:11][CH2:12][CH2:13][N:14]1[CH2:18][CH2:17][NH:16][C:15]1=[O:19])[CH:6]=[N:20][OH:21], predict the reactants needed to synthesize it. The reactants are: [CH3:1][O:2][C:3]1[CH:4]=[C:5]([CH:8]=[CH:9][C:10]=1[O:11][CH2:12][CH2:13][N:14]1[CH2:18][CH2:17][NH:16][C:15]1=[O:19])[CH:6]=O.[NH2:20][OH:21]. (4) Given the product [NH:30]1[C:38]2[C:33](=[CH:34][CH:35]=[CH:36][CH:37]=2)[C:32](/[CH:39]=[C:8]2\[O:9][C:5]3[C:4]([CH2:13][CH2:14][CH2:15][CH2:16][N:17]4[CH2:22][CH2:21][N:20]([C:23]([O:25][C:26]([CH3:29])([CH3:28])[CH3:27])=[O:24])[CH2:19][CH2:18]4)=[C:3]([O:2][CH3:1])[CH:12]=[CH:11][C:6]=3[C:7]\2=[O:10])=[N:31]1, predict the reactants needed to synthesize it. The reactants are: [CH3:1][O:2][C:3]1[CH:12]=[CH:11][C:6]2[C:7](=[O:10])[CH2:8][O:9][C:5]=2[C:4]=1[CH2:13][CH2:14][CH2:15][CH2:16][N:17]1[CH2:22][CH2:21][N:20]([C:23]([O:25][C:26]([CH3:29])([CH3:28])[CH3:27])=[O:24])[CH2:19][CH2:18]1.[NH:30]1[C:38]2[C:33](=[CH:34][CH:35]=[CH:36][CH:37]=2)[C:32]([CH:39]=O)=[N:31]1. (5) The reactants are: [Br:1][C:2]1[CH:8]=[CH:7][C:5]([NH2:6])=[CH:4][C:3]=1[O:9][CH3:10].[N:11]([O-])=O.[Na+].O.O.[Sn](Cl)Cl. Given the product [Br:1][C:2]1[CH:8]=[CH:7][C:5]([NH:6][NH2:11])=[CH:4][C:3]=1[O:9][CH3:10], predict the reactants needed to synthesize it. (6) Given the product [Cl:2][C:3]1[CH:4]=[C:5]2[C:10](=[CH:11][CH:12]=1)[CH:9]=[C:8]([S:13]([N:16]1[CH2:21][CH2:20][N:19]([C:22]([C:24]3[S:25][C:26]4[CH2:27][NH:28][CH:29]([CH3:33])[CH2:30][C:31]=4[N:32]=3)=[O:23])[CH:18]([C:34](=[O:45])[NH:35][CH2:36][C:37]3[CH:42]=[CH:41][CH:40]=[CH:39][C:38]=3[OH:43])[CH2:17]1)(=[O:14])=[O:15])[CH:7]=[CH:6]2, predict the reactants needed to synthesize it. The reactants are: Cl.[Cl:2][C:3]1[CH:4]=[C:5]2[C:10](=[CH:11][CH:12]=1)[CH:9]=[C:8]([S:13]([N:16]1[CH2:21][CH2:20][N:19]([C:22]([C:24]3[S:25][C:26]4[CH2:27][NH:28][CH:29]([CH3:33])[CH2:30][C:31]=4[N:32]=3)=[O:23])[CH:18]([C:34](=[O:45])[NH:35][CH2:36][C:37]3[CH:42]=[CH:41][CH:40]=[CH:39][C:38]=3[O:43]C)[CH2:17]1)(=[O:15])=[O:14])[CH:7]=[CH:6]2.B(Br)(Br)Br.ClCCl.CO.C(=O)([O-])[O-].[Na+].[Na+]. (7) Given the product [Cl:1][C:2]1[S:6][C:5]([C:7]([NH:17][C@H:18]([CH2:19][N:20]2[C:28](=[O:29])[C:27]3[C:22](=[CH:23][CH:24]=[CH:25][CH:26]=3)[C:21]2=[O:30])[CH2:31][C:32]2[CH:37]=[C:36]([F:38])[CH:35]=[CH:34][C:33]=2[F:39])=[O:9])=[CH:4][C:3]=1[C:10]1[N:14]([CH3:15])[N:13]=[CH:12][C:11]=1[Cl:16], predict the reactants needed to synthesize it. The reactants are: [Cl:1][C:2]1[S:6][C:5]([C:7]([OH:9])=O)=[CH:4][C:3]=1[C:10]1[N:14]([CH3:15])[N:13]=[CH:12][C:11]=1[Cl:16].[NH2:17][C@@H:18]([CH2:31][C:32]1[CH:37]=[C:36]([F:38])[CH:35]=[CH:34][C:33]=1[F:39])[CH2:19][N:20]1[C:28](=[O:29])[C:27]2[C:22](=[CH:23][CH:24]=[CH:25][CH:26]=2)[C:21]1=[O:30].FC1C=CC=C(F)C=1C[C@@H](C(O)=O)N.C1CN([P+](Br)(N2CCCC2)N2CCCC2)CC1.F[P-](F)(F)(F)(F)F.CCN(C(C)C)C(C)C. (8) The reactants are: [CH3:1][C:2]1[CH:11]=[C:10]([CH2:12][O:13][C:14]2[CH:19]=[CH:18][C:17]([S:20]([NH:23][C@H:24]3[CH2:28][NH:27][CH2:26][C@H:25]3[C:29]([OH:31])=[O:30])(=[O:22])=[O:21])=[CH:16][CH:15]=2)[C:9]2[C:4](=[CH:5][CH:6]=[CH:7][CH:8]=2)[N:3]=1.[CH2:32]([N:34]=[C:35]=[O:36])[CH3:33]. Given the product [CH2:32]([NH:34][C:35]([N:27]1[CH2:28][C@H:24]([NH:23][S:20]([C:17]2[CH:18]=[CH:19][C:14]([O:13][CH2:12][C:10]3[C:9]4[C:4](=[CH:5][CH:6]=[CH:7][CH:8]=4)[N:3]=[C:2]([CH3:1])[CH:11]=3)=[CH:15][CH:16]=2)(=[O:21])=[O:22])[C@H:25]([C:29]([OH:31])=[O:30])[CH2:26]1)=[O:36])[CH3:33], predict the reactants needed to synthesize it.